From a dataset of Forward reaction prediction with 1.9M reactions from USPTO patents (1976-2016). Predict the product of the given reaction. (1) The product is: [C:1]([N:4]1[C:13]2[C:8](=[CH:9][C:10]([C:14]3[N:31]=[N:30][N:29]([CH2:32][CH2:33][NH:34][C:35]([O:36][C:37]([CH3:40])([CH3:39])[CH3:38])=[O:41])[CH:15]=3)=[CH:11][CH:12]=2)[C@H:7]([NH:16][C:17](=[O:22])[O:18][CH:19]([CH3:20])[CH3:21])[CH2:6][C@@H:5]1[CH3:23])(=[O:3])[CH3:2]. Given the reactants [C:1]([N:4]1[C:13]2[C:8](=[CH:9][C:10]([C:14]#[CH:15])=[CH:11][CH:12]=2)[C@H:7]([NH:16][C:17](=[O:22])[O:18][CH:19]([CH3:21])[CH3:20])[CH2:6][C@@H:5]1[CH3:23])(=[O:3])[CH3:2].CN(C)C=O.[N:29]([CH2:32][CH2:33][NH:34][C:35](=[O:41])[O:36][C:37]([CH3:40])([CH3:39])[CH3:38])=[N+:30]=[N-:31], predict the reaction product. (2) Given the reactants [Br:1][C:2]1[N:7]=[C:6]([CH2:8][N:9]2[CH2:13][C@H:12]([O:14][Si](C(C)(C)C)(C)C)[CH2:11][C:10]2=[O:22])[CH:5]=[CH:4][CH:3]=1.[F-].C([N+](CCCC)(CCCC)CCCC)CCC, predict the reaction product. The product is: [Br:1][C:2]1[N:7]=[C:6]([CH2:8][N:9]2[CH2:13][C@H:12]([OH:14])[CH2:11][C:10]2=[O:22])[CH:5]=[CH:4][CH:3]=1. (3) Given the reactants C(=S)(OC1C=CC=CC=1)O[C@@H:3]1[C@@H:7]2[O:8][CH:9]([C:12]3[CH:17]=[CH:16][C:15]([O:18][CH3:19])=[CH:14][CH:13]=3)[O:10][CH2:11][C@@H:6]2[CH2:5][C@H:4]1[N:20]1[C:24]2[N:25]=[CH:26][N:27]=[C:28]([S:29][CH2:30][C:31]3[CH:36]=[CH:35][CH:34]=[CH:33][CH:32]=3)[C:23]=2[CH:22]=[CH:21]1.N(C(C)(C)C#N)=NC(C)(C)C#N.C([SnH](CCCC)CCCC)CCC, predict the reaction product. The product is: [CH2:30]([S:29][C:28]1[C:23]2[CH:22]=[CH:21][N:20]([C@H:4]3[CH2:3][C@@H:7]4[O:8][CH:9]([C:12]5[CH:13]=[CH:14][C:15]([O:18][CH3:19])=[CH:16][CH:17]=5)[O:10][CH2:11][C@@H:6]4[CH2:5]3)[C:24]=2[N:25]=[CH:26][N:27]=1)[C:31]1[CH:36]=[CH:35][CH:34]=[CH:33][CH:32]=1. (4) Given the reactants O=[C:2]1[CH2:7][CH2:6][CH:5]([C:8]([OH:10])=[O:9])[CH2:4][CH2:3]1.[O-]CC.[Na+].C(OP([CH2:23][C:24]([O:26][CH2:27][CH3:28])=[O:25])(OCC)=O)C.C(O)(=O)C, predict the reaction product. The product is: [CH2:27]([O:26][C:24](=[O:25])[CH:23]=[C:2]1[CH2:7][CH2:6][CH:5]([C:8]([OH:10])=[O:9])[CH2:4][CH2:3]1)[CH3:28]. (5) Given the reactants [NH2:1][CH2:2][C@H:3]1[N:8]([C:9]([C:11]2[N:12]=[C:13]([CH3:23])[S:14][C:15]=2[C:16]2[CH:17]=[C:18]([CH3:22])[CH:19]=[CH:20][CH:21]=2)=[O:10])[CH2:7][C@@H:6]2[C@H:4]1[CH2:5]2.[CH3:24][C:25]1[N:26]=[C:27]2[C:32]([CH3:33])=[CH:31][CH:30]=[CH:29][N:28]2[C:34]=1[C:35](O)=[O:36], predict the reaction product. The product is: [CH3:23][C:13]1[S:14][C:15]([C:16]2[CH:17]=[C:18]([CH3:22])[CH:19]=[CH:20][CH:21]=2)=[C:11]([C:9]([N:8]2[CH2:7][C@@H:6]3[C@@H:4]([CH2:5]3)[C@H:3]2[CH2:2][NH:1][C:35]([C:34]2[N:28]3[CH:29]=[CH:30][CH:31]=[C:32]([CH3:33])[C:27]3=[N:26][C:25]=2[CH3:24])=[O:36])=[O:10])[N:12]=1. (6) The product is: [N:32]1([S:29]([N:6]([CH2:5][C:4]([OH:42])=[O:3])[CH2:7][C:8]2[CH:13]=[CH:12][CH:11]=[C:10]([O:14][CH2:15][C:16]3[N:17]=[C:18]([C:22]4[CH:23]=[CH:24][C:25]([CH3:28])=[CH:26][CH:27]=4)[O:19][C:20]=3[CH3:21])[CH:9]=2)(=[O:30])=[O:31])[C:41]2[C:36](=[CH:37][CH:38]=[CH:39][CH:40]=2)[CH2:35][CH2:34][CH2:33]1. Given the reactants C([O:3][C:4](=[O:42])[CH2:5][N:6]([S:29]([N:32]1[C:41]2[C:36](=[CH:37][CH:38]=[CH:39][CH:40]=2)[CH2:35][CH2:34][CH2:33]1)(=[O:31])=[O:30])[CH2:7][C:8]1[CH:13]=[CH:12][CH:11]=[C:10]([O:14][CH2:15][C:16]2[N:17]=[C:18]([C:22]3[CH:27]=[CH:26][C:25]([CH3:28])=[CH:24][CH:23]=3)[O:19][C:20]=2[CH3:21])[CH:9]=1)C.O.[OH-].[Li+], predict the reaction product. (7) Given the reactants [C:1]([C:3]1[N:8]=[C:7]2[C:9](I)=[C:10]([C:19]3[CH:24]=[CH:23][N:22]=[CH:21][CH:20]=3)[N:11](C(OC(C)(C)C)=O)[C:6]2=[CH:5][CH:4]=1)#[N:2].[F:26][C:27]1[CH:32]=[CH:31][C:30](B(O)O)=[CH:29][CH:28]=1.C([O-])([O-])=O.[K+].[K+].Cl.[OH-].[Na+], predict the reaction product. The product is: [F:26][C:27]1[CH:32]=[CH:31][C:30]([C:9]2[C:7]3=[N:8][C:3]([C:1]#[N:2])=[CH:4][CH:5]=[C:6]3[NH:11][C:10]=2[C:19]2[CH:20]=[CH:21][N:22]=[CH:23][CH:24]=2)=[CH:29][CH:28]=1. (8) Given the reactants [OH:1][CH2:2][CH2:3][CH2:4][CH2:5][CH2:6][NH:7][S:8]([C:11]1[CH:16]=[CH:15][C:14](Br)=[CH:13][CH:12]=1)(=[O:10])=[O:9].[CH3:18][C:19]1[CH:24]=[CH:23][C:22](B(O)O)=[CH:21][CH:20]=1, predict the reaction product. The product is: [OH:1][CH2:2][CH2:3][CH2:4][CH2:5][CH2:6][NH:7][S:8]([C:11]1[CH:16]=[CH:15][C:14]([C:22]2[CH:23]=[CH:24][C:19]([CH3:18])=[CH:20][CH:21]=2)=[CH:13][CH:12]=1)(=[O:10])=[O:9].